From a dataset of Catalyst prediction with 721,799 reactions and 888 catalyst types from USPTO. Predict which catalyst facilitates the given reaction. (1) Reactant: [H-].[Na+].[Cl:3][C:4]1[CH:5]=[C:6]2[C:10](=[CH:11][CH:12]=1)[NH:9][CH:8]=[CH:7]2.[CH2:13](Br)[CH:14]([CH3:16])[CH3:15]. Product: [Cl:3][C:4]1[CH:5]=[C:6]2[C:10](=[CH:11][CH:12]=1)[N:9]([CH2:13][CH:14]([CH3:16])[CH3:15])[CH:8]=[CH:7]2. The catalyst class is: 3. (2) Reactant: Cl[C:2]1[C:11]2[C:6](=[CH:7][C:8]([Cl:12])=[CH:9][CH:10]=2)[N:5]=[CH:4][CH:3]=1.[F:13][C:14]1[CH:15]=[C:16](B(O)O)[CH:17]=[CH:18][CH:19]=1.[F-].[Cs+]. Product: [Cl:12][C:8]1[CH:7]=[C:6]2[C:11]([C:2]([C:18]3[CH:17]=[CH:16][CH:15]=[C:14]([F:13])[CH:19]=3)=[CH:3][CH:4]=[N:5]2)=[CH:10][CH:9]=1. The catalyst class is: 104.